This data is from Reaction yield outcomes from USPTO patents with 853,638 reactions. The task is: Predict the reaction yield, written as a fraction of the theoretical maximum amount of product (1.0 means a 100% yield; for example, 0.34 means a 34% yield). (1) The reactants are [Cl:1][C:2]1[CH:7]=[CH:6][C:5]([C:8](=[NH:20])[NH:9][C:10]2[CH:15]=[CH:14][C:13]([S:16]([CH3:19])(=[O:18])=[O:17])=[CH:12][CH:11]=2)=[CH:4][CH:3]=1.C(=O)(O)[O-].[Na+].Br[CH2:27][C:28]([C:30]1[CH:35]=[CH:34][C:33]([Br:36])=[CH:32][CH:31]=1)=O. The catalyst is C(O)(C)C. The product is [Br:36][C:33]1[CH:34]=[CH:35][C:30]([C:28]2[N:20]=[C:8]([C:5]3[CH:4]=[CH:3][C:2]([Cl:1])=[CH:7][CH:6]=3)[N:9]([C:10]3[CH:15]=[CH:14][C:13]([S:16]([CH3:19])(=[O:17])=[O:18])=[CH:12][CH:11]=3)[CH:27]=2)=[CH:31][CH:32]=1. The yield is 0.640. (2) The reactants are O=[C:2]1[CH:7]=[C:6]([C:8]([O:10]C)=[O:9])[CH:5]=[CH:4][N:3]1[C:12]1[CH:17]=[CH:16][CH:15]=[CH:14][CH:13]=1.[OH-].[Li+]. No catalyst specified. The product is [CH3:2][C:7]1[N:3]([C:12]2[CH:13]=[CH:14][CH:15]=[CH:16][CH:17]=2)[C:4]2[C:5]([C:6]=1[C:8]([OH:10])=[O:9])=[CH:7][CH:6]=[CH:5][CH:4]=2. The yield is 0.440. (3) The catalyst is CO.C(O)(=O)C. The reactants are Cl.Cl.[CH3:3][O:4][C:5]1[C:14]2[C:9](=[CH:10][CH:11]=[CH:12][CH:13]=2)[N:8]=[C:7]([NH:15][CH2:16][CH2:17][CH2:18][NH2:19])[CH:6]=1.C[O-].[Na+].[CH2:23]([N:30]1[C:38]2[C:33](=[CH:34][CH:35]=[CH:36][CH:37]=2)[C:32]([CH:39]=O)=[CH:31]1)[C:24]1[CH:29]=[CH:28][CH:27]=[CH:26][CH:25]=1.C([BH3-])#N.[Na+]. The yield is 0.840. The product is [CH2:23]([N:30]1[C:38]2[C:33](=[CH:34][CH:35]=[CH:36][CH:37]=2)[C:32]([CH2:39][NH:19][CH2:18][CH2:17][CH2:16][NH:15][C:7]2[CH:6]=[C:5]([O:4][CH3:3])[C:14]3[C:9](=[CH:10][CH:11]=[CH:12][CH:13]=3)[N:8]=2)=[CH:31]1)[C:24]1[CH:25]=[CH:26][CH:27]=[CH:28][CH:29]=1. (4) The reactants are FC(F)(F)S(O[C:7]1[CH:8]2[CH2:15][CH:12]([CH2:13][CH:14]=1)[CH2:11][N:10]([C:16]([O:18][CH2:19][CH3:20])=[O:17])[CH2:9]2)(=O)=O.[N:23]1[CH:28]=[CH:27][CH:26]=[C:25](B(O)O)[CH:24]=1.[Cl-].[Li+]. The catalyst is C(COC)OC.C(=O)([O-])[O-].[Na+].[Na+]. The product is [N:23]1[CH:28]=[CH:27][CH:26]=[C:25]([C:7]2[CH:8]3[CH2:15][CH:12]([CH2:13][CH:14]=2)[CH2:11][N:10]([C:16]([O:18][CH2:19][CH3:20])=[O:17])[CH2:9]3)[CH:24]=1. The yield is 0.600. (5) The reactants are Br[C:2]1[C:10]2[S:9][C:8]([NH:11][C:12]([NH:14][CH2:15][CH3:16])=[O:13])=[N:7][C:6]=2[CH:5]=[C:4]([C:17]2[CH:18]=[N:19][CH:20]=[CH:21][CH:22]=2)[CH:3]=1.[CH3:23][O:24][C:25]1[CH:30]=[CH:29][CH:28]=[C:27]([Sn](CCCC)(CCCC)CCCC)[N:26]=1. The catalyst is CN(C=O)C.C1C=CC([P]([Pd]([P](C2C=CC=CC=2)(C2C=CC=CC=2)C2C=CC=CC=2)([P](C2C=CC=CC=2)(C2C=CC=CC=2)C2C=CC=CC=2)[P](C2C=CC=CC=2)(C2C=CC=CC=2)C2C=CC=CC=2)(C2C=CC=CC=2)C2C=CC=CC=2)=CC=1. The product is [CH2:15]([NH:14][C:12]([NH:11][C:8]1[S:9][C:10]2[C:2]([C:27]3[CH:28]=[CH:29][CH:30]=[C:25]([O:24][CH3:23])[N:26]=3)=[CH:3][C:4]([C:17]3[CH:18]=[N:19][CH:20]=[CH:21][CH:22]=3)=[CH:5][C:6]=2[N:7]=1)=[O:13])[CH3:16]. The yield is 0.110. (6) The reactants are [Cl-].O[NH3+:3].[C:4](=[O:7])([O-])[OH:5].[Na+].CS(C)=O.[F:13][C:14]1[CH:15]=[C:16]([C:42]2[C:43]([C:48]#[N:49])=[CH:44][CH:45]=[CH:46][CH:47]=2)[CH:17]=[CH:18][C:19]=1[CH2:20][N:21]1[C:26](=[O:27])[C:25]([C:28]2[CH:29]=[N:30][C:31]([O:34][CH:35]([CH3:37])[CH3:36])=[CH:32][CH:33]=2)=[C:24]([CH3:38])[N:23]=[C:22]1[CH2:39][CH2:40][CH3:41]. The catalyst is C(OCC)(=O)C. The product is [F:13][C:14]1[CH:15]=[C:16]([C:42]2[CH:47]=[CH:46][CH:45]=[CH:44][C:43]=2[C:48]2[NH:3][C:4](=[O:7])[O:5][N:49]=2)[CH:17]=[CH:18][C:19]=1[CH2:20][N:21]1[C:26](=[O:27])[C:25]([C:28]2[CH:29]=[N:30][C:31]([O:34][CH:35]([CH3:36])[CH3:37])=[CH:32][CH:33]=2)=[C:24]([CH3:38])[N:23]=[C:22]1[CH2:39][CH2:40][CH3:41]. The yield is 0.740.